From a dataset of Catalyst prediction with 721,799 reactions and 888 catalyst types from USPTO. Predict which catalyst facilitates the given reaction. (1) Reactant: Br[C:2]1[CH:7]=[CH:6][C:5]([CH3:8])=[CH:4][C:3]=1[Cl:9].CC1(C)C(C)(C)OB([C:18]2[CH:28]=[CH:27][CH:26]=[CH:25][C:19]=2[C:20]([O:22][CH2:23][CH3:24])=[O:21])O1.C1(C)C=CC=CC=1.P([O-])([O-])([O-])=O.[K+].[K+].[K+]. Product: [CH2:23]([O:22][C:20]([C:19]1[C:18]([C:2]2[CH:7]=[CH:6][C:5]([CH3:8])=[CH:4][C:3]=2[Cl:9])=[CH:28][CH:27]=[CH:26][CH:25]=1)=[O:21])[CH3:24]. The catalyst class is: 189. (2) Reactant: [NH2:1][C:2]1[CH:7]=[C:6]([Cl:8])[CH:5]=[CH:4][C:3]=1[S:9][CH2:10][CH2:11][C:12]([O:14][CH3:15])=[O:13].[O:16]1[C:20]2[CH:21]=[CH:22][CH:23]=[CH:24][C:19]=2[CH:18]=[C:17]1[S:25](Cl)(=[O:27])=[O:26]. Product: [O:16]1[C:20]2[CH:21]=[CH:22][CH:23]=[CH:24][C:19]=2[CH:18]=[C:17]1[S:25]([NH:1][C:2]1[CH:7]=[C:6]([Cl:8])[CH:5]=[CH:4][C:3]=1[S:9][CH2:10][CH2:11][C:12]([O:14][CH3:15])=[O:13])(=[O:27])=[O:26]. The catalyst class is: 436. (3) Reactant: Cl.CN(C)CCCN=C=NCC.O.ON1C2C=CC=CC=2N=N1.[C:24]1([N:30]2[C:38]([C:39]([OH:41])=O)=[C:37]3[C:32]([CH:33]=[CH:34][CH:35]=[CH:36]3)=[N:31]2)[CH:29]=[CH:28][CH:27]=[CH:26][CH:25]=1.[Cl:42][C:43]1[CH:44]=[C:45]([N:49]2[CH2:54][CH2:53][NH:52][CH2:51][CH2:50]2)[CH:46]=[CH:47][CH:48]=1. Product: [Cl:42][C:43]1[CH:44]=[C:45]([N:49]2[CH2:54][CH2:53][N:52]([C:39]([C:38]3[N:30]([C:24]4[CH:25]=[CH:26][CH:27]=[CH:28][CH:29]=4)[N:31]=[C:32]4[C:37]=3[CH:36]=[CH:35][CH:34]=[CH:33]4)=[O:41])[CH2:51][CH2:50]2)[CH:46]=[CH:47][CH:48]=1. The catalyst class is: 46. (4) Reactant: [CH:1]1([CH:5]([NH:11][C:12]2[C:17]([F:18])=[CH:16][N:15]=[C:14]([C:19]3[C:27]4[C:22](=[N:23][CH:24]=[C:25]([F:28])[CH:26]=4)[N:21](S(C4C=CC(C)=CC=4)(=O)=O)[CH:20]=3)[N:13]=2)[CH2:6][C:7]([O:9][CH3:10])=[O:8])[CH2:4][CH2:3][CH2:2]1.C1(C(NC2C(F)=CN=C(C3C4C(=NC=C(F)C=4)N(S(C4C=CC(C)=CC=4)(=O)=O)C=3)N=2)CC([O-])=O)CCC1.C[O-].[Na+]. Product: [CH:1]1([CH:5]([NH:11][C:12]2[C:17]([F:18])=[CH:16][N:15]=[C:14]([C:19]3[C:27]4[C:22](=[N:23][CH:24]=[C:25]([F:28])[CH:26]=4)[NH:21][CH:20]=3)[N:13]=2)[CH2:6][C:7]([O:9][CH3:10])=[O:8])[CH2:2][CH2:3][CH2:4]1. The catalyst class is: 5. (5) Reactant: [NH2:1][C:2]1[C:11]2[N:12]=[C:13]([CH2:34][O:35][CH2:36][CH3:37])[N:14]([CH2:15][CH2:16][CH2:17][NH:18][CH2:19][C:20]3[CH:21]=[C:22]([CH:31]=[CH:32][CH:33]=3)[O:23][CH2:24][C:25]([O:27][CH:28]([CH3:30])[CH3:29])=[O:26])[C:10]=2[C:9]2[CH:8]=[CH:7][CH:6]=[CH:5][C:4]=2[N:3]=1.[Cl:38][CH2:39][C:40](Cl)=[O:41]. Product: [NH2:1][C:2]1[C:11]2[N:12]=[C:13]([CH2:34][O:35][CH2:36][CH3:37])[N:14]([CH2:15][CH2:16][CH2:17][N:18]([CH2:19][C:20]3[CH:21]=[C:22]([CH:31]=[CH:32][CH:33]=3)[O:23][CH2:24][C:25]([O:27][CH:28]([CH3:30])[CH3:29])=[O:26])[C:40](=[O:41])[CH2:39][Cl:38])[C:10]=2[C:9]2[CH:8]=[CH:7][CH:6]=[CH:5][C:4]=2[N:3]=1. The catalyst class is: 22. (6) Reactant: Cl.[CH3:2][N:3]1[CH2:8][CH2:7][N:6]([CH2:9][C:10]2[CH:11]=[CH:12][C:13]([NH2:16])=[N:14][CH:15]=2)[CH2:5][CH2:4]1.CN(C(ON1N=NC2C=CC=CC1=2)=[N+](C)C)C.[B-](F)(F)(F)F.CN1CCN(C2C=CC(N[C:53]([C:55]3[C:56]4[N:57]=[CH:58][CH:59]=[N:60][C:61]=4[C:62]([C:65]4[C:74]5[C:69](=[CH:70][CH:71]=[CH:72][CH:73]=5)[CH:68]=[CH:67][CH:66]=4)=[CH:63][CH:64]=3)=[O:54])=CC=2)CC1. Product: [CH3:2][N:3]1[CH2:8][CH2:7][N:6]([CH2:9][C:10]2[CH:11]=[CH:12][C:13]([NH:16][C:53]([C:55]3[C:56]4[N:57]=[CH:58][CH:59]=[N:60][C:61]=4[C:62]([C:65]4[C:74]5[C:69](=[CH:70][CH:71]=[CH:72][CH:73]=5)[CH:68]=[CH:67][CH:66]=4)=[CH:63][CH:64]=3)=[O:54])=[N:14][CH:15]=2)[CH2:5][CH2:4]1. The catalyst class is: 61. (7) Reactant: [NH:1]1[C:9]2[C:4](=[CH:5][CH:6]=[C:7]([C:10]([CH:12]3C(=O)O[C:15](C)([CH3:19])[O:14][C:13]3=[O:21])=[O:11])[CH:8]=2)[CH:3]=[CH:2]1. Product: [NH:1]1[C:9]2[C:4](=[CH:5][CH:6]=[C:7]([C:10](=[O:11])[CH2:12][C:13]([O:14][CH2:15][CH3:19])=[O:21])[CH:8]=2)[CH:3]=[CH:2]1. The catalyst class is: 8. (8) The catalyst class is: 298. Reactant: [C:1]([C@H:4]([CH2:30][CH2:31][C:32]([OH:35])([CH3:34])[CH3:33])[CH2:5][C@H:6]([OH:29])[C@@H:7]([NH:16][C:17]([C:19]1[CH:28]=[N:27][C:26]2[C:21](=[CH:22][CH:23]=[CH:24][CH:25]=2)[N:20]=1)=[O:18])[CH2:8][C:9]1[CH:14]=[CH:13][CH:12]=[C:11]([F:15])[CH:10]=1)(=[O:3])[NH2:2].CC1C=CN=C(N)C=1C.[C:45](OC(=O)C)(=[O:47])[CH3:46]. Product: [C:1]([C@H:4]([CH2:30][CH2:31][C:32]([OH:35])([CH3:33])[CH3:34])[CH2:5][C@H:6]([O:29][C:45](=[O:47])[CH3:46])[C@@H:7]([NH:16][C:17]([C:19]1[CH:28]=[N:27][C:26]2[C:21](=[CH:22][CH:23]=[CH:24][CH:25]=2)[N:20]=1)=[O:18])[CH2:8][C:9]1[CH:14]=[CH:13][CH:12]=[C:11]([F:15])[CH:10]=1)(=[O:3])[NH2:2]. (9) Reactant: [CH3:1][O:2][C:3]([C:5]1[CH:10]=[CH:9][C:8]([C:11]2[CH:16]=[C:15]([N+:17]([O-])=O)[CH:14]=[C:13]([CH2:20][N:21]([CH3:23])[CH3:22])[CH:12]=2)=[CH:7][CH:6]=1)=[O:4]. Product: [CH3:1][O:2][C:3]([C:5]1[CH:6]=[CH:7][C:8]([C:11]2[CH:16]=[C:15]([NH2:17])[CH:14]=[C:13]([CH2:20][N:21]([CH3:22])[CH3:23])[CH:12]=2)=[CH:9][CH:10]=1)=[O:4]. The catalyst class is: 50. (10) Reactant: [Br:1][C:2]1[CH:3]=[C:4]([C:8]2[CH:28]=[C:11]3[N:12]=[C:13]([CH3:27])[C:14]([C@H:17]([O:22][C:23]([CH3:26])([CH3:25])[CH3:24])[C:18]([O:20][CH3:21])=[O:19])=[C:15](I)[N:10]3[N:9]=2)[CH:5]=[CH:6][CH:7]=1.[CH2:29]([N:32]1[CH2:37][CH2:36][O:35][C:34]2[CH:38]=[C:39]([CH3:51])[C:40](B3OC(C)(C)C(C)(C)O3)=[CH:41][C:33]1=2)[CH:30]=[CH2:31].C([O-])([O-])=O.[Na+].[Na+].N#N. Product: [CH2:29]([N:32]1[CH2:37][CH2:36][O:35][C:34]2[CH:38]=[C:39]([CH3:51])[C:40]([C:15]3[N:10]4[N:9]=[C:8]([C:4]5[CH:5]=[CH:6][CH:7]=[C:2]([Br:1])[CH:3]=5)[CH:28]=[C:11]4[N:12]=[C:13]([CH3:27])[C:14]=3[C@H:17]([O:22][C:23]([CH3:26])([CH3:25])[CH3:24])[C:18]([O:20][CH3:21])=[O:19])=[CH:41][C:33]1=2)[CH:30]=[CH2:31]. The catalyst class is: 128.